Dataset: Full USPTO retrosynthesis dataset with 1.9M reactions from patents (1976-2016). Task: Predict the reactants needed to synthesize the given product. (1) Given the product [Cl:1][C:2]1[CH:29]=[C:28]([Cl:30])[CH:27]=[CH:26][C:3]=1[CH2:4][N:5]1[C:9]([CH2:10][CH2:11][CH2:12][O:13][C:14]2[N:15]=[C:16]([CH3:21])[S:17][C:18]=2[CH2:19][C:33]#[N:34])=[CH:8][C:7]([O:22][CH:23]([CH3:24])[CH3:25])=[N:6]1, predict the reactants needed to synthesize it. The reactants are: [Cl:1][C:2]1[CH:29]=[C:28]([Cl:30])[CH:27]=[CH:26][C:3]=1[CH2:4][N:5]1[C:9]([CH2:10][CH2:11][CH2:12][O:13][C:14]2[N:15]=[C:16]([CH3:21])[S:17][C:18]=2[CH2:19]O)=[CH:8][C:7]([O:22][CH:23]([CH3:25])[CH3:24])=[N:6]1.CC(C)(O)[C:33]#[N:34].C(P(CCCC)CCCC)CCC.N(C(N1CCCCC1)=O)=NC(N1CCCCC1)=O. (2) Given the product [F:24][C:18]1[CH:17]=[C:16]([C:8]2[C:7]([CH2:6][O:5][C:26]3[CH:31]=[CH:30][C:29]([CH2:32][CH2:33][C:34]([OH:36])=[O:35])=[C:28]([CH3:39])[C:27]=3[CH3:40])=[C:11]([C:12]([F:15])([F:14])[F:13])[S:10][N:9]=2)[CH:21]=[CH:20][C:19]=1[O:22][CH3:23], predict the reactants needed to synthesize it. The reactants are: CS([O:5][CH2:6][C:7]1[C:8]([C:16]2[CH:21]=[CH:20][C:19]([O:22][CH3:23])=[C:18]([F:24])[CH:17]=2)=[N:9][S:10][C:11]=1[C:12]([F:15])([F:14])[F:13])(=O)=O.O[C:26]1[CH:31]=[CH:30][C:29]([CH2:32][CH2:33][C:34]([O:36]CC)=[O:35])=[C:28]([CH3:39])[C:27]=1[CH3:40]. (3) The reactants are: Cl[C:2]1[N:3]=[N:4][C:5]([O:8][CH:9]2[CH2:14][CH2:13][CH:12]([O:15][C:16]3[N:21]=[CH:20][C:19]([CH2:22][CH3:23])=[CH:18][N:17]=3)[CH2:11][CH2:10]2)=[CH:6][CH:7]=1.[CH3:24][S:25]([C:28]1[CH:34]=[CH:33][C:31]([NH2:32])=[CH:30][CH:29]=1)(=[O:27])=[O:26].CC(C1C=C(C(C)C)C(C2C=CC=CC=2P(C2CCCCC2)C2CCCCC2)=C(C(C)C)C=1)C.C(O[Na])(C)(C)C. Given the product [CH2:22]([C:19]1[CH:18]=[N:17][C:16]([O:15][CH:12]2[CH2:13][CH2:14][CH:9]([O:8][C:5]3[N:4]=[N:3][C:2]([NH:32][C:31]4[CH:30]=[CH:29][C:28]([S:25]([CH3:24])(=[O:27])=[O:26])=[CH:34][CH:33]=4)=[CH:7][CH:6]=3)[CH2:10][CH2:11]2)=[N:21][CH:20]=1)[CH3:23], predict the reactants needed to synthesize it. (4) Given the product [CH2:20]([O:19][C:17](=[O:18])[C:16]([CH3:23])([O:14][C:6]1[CH:7]=[C:8]([C:10]([F:11])([F:12])[F:13])[CH:9]=[C:4]([N+:1]([O-:3])=[O:2])[CH:5]=1)[CH3:22])[CH3:21], predict the reactants needed to synthesize it. The reactants are: [N+:1]([C:4]1[CH:5]=[C:6]([OH:14])[CH:7]=[C:8]([C:10]([F:13])([F:12])[F:11])[CH:9]=1)([O-:3])=[O:2].Br[C:16]([CH3:23])([CH3:22])[C:17]([O:19][CH2:20][CH3:21])=[O:18]. (5) Given the product [Br:1][C:2]1[CH:7]=[CH:6][C:5]([C:8]([CH3:12])([CH3:11])[CH2:9][OH:10])=[C:4]([OH:13])[CH:3]=1, predict the reactants needed to synthesize it. The reactants are: [Br:1][C:2]1[CH:7]=[CH:6][C:5]([C:8]([CH3:12])([CH3:11])[CH2:9][OH:10])=[C:4]([O:13]C)[CH:3]=1.B(Br)(Br)Br. (6) Given the product [Cl:1][C:2]1[N:12]=[CH:11][C:10]2[O:9][CH2:8][CH2:7][N:6]3[CH:13]=[C:14]([C:16]([N:18]=[CH:21][N:22]([CH3:24])[CH3:23])=[O:17])[N:15]=[C:5]3[C:4]=2[CH:3]=1, predict the reactants needed to synthesize it. The reactants are: [Cl:1][C:2]1[N:12]=[CH:11][C:10]2[O:9][CH2:8][CH2:7][N:6]3[CH:13]=[C:14]([C:16]([NH2:18])=[O:17])[N:15]=[C:5]3[C:4]=2[CH:3]=1.CO[CH:21](OC)[N:22]([CH3:24])[CH3:23]. (7) Given the product [Cl:1][C:2]1[CH:3]=[CH:4][C:5]([CH:8]2[NH:25][CH2:32][CH:31]([CH3:30])[C:11](=[O:15])[C:10]3[S:16][C:17]([I:19])=[CH:18][C:9]2=3)=[CH:6][CH:7]=1, predict the reactants needed to synthesize it. The reactants are: [Cl:1][C:2]1[CH:7]=[CH:6][C:5]([CH:8]2CCN[C:11](=[O:15])[C:10]3[S:16][C:17]([I:19])=[CH:18][C:9]2=3)=[CH:4][CH:3]=1.[Li+].C[Si]([N-:25][Si](C)(C)C)(C)C.[CH3:30][CH2:31][CH2:32]CCC.CI.